Dataset: Forward reaction prediction with 1.9M reactions from USPTO patents (1976-2016). Task: Predict the product of the given reaction. (1) Given the reactants [C:1]([O:5][C:6]([N:8]1[CH2:13][CH2:12][N:11]([C:14](=[O:21])[CH2:15][CH2:16][CH2:17][CH:18]([CH3:20])[CH3:19])[CH2:10][C@@H:9]1[C@@H:22]([OH:45])[C@H:23]([N:31]=C(C1C=CC=CC=1)C1C=CC=CC=1)[CH2:24][C:25]1[CH:30]=[CH:29][CH:28]=[CH:27][CH:26]=1)=[O:7])([CH3:4])([CH3:3])[CH3:2], predict the reaction product. The product is: [C:1]([O:5][C:6]([N:8]1[CH2:13][CH2:12][N:11]([C:14](=[O:21])[CH2:15][CH2:16][CH2:17][CH:18]([CH3:20])[CH3:19])[CH2:10][C@@H:9]1[C@@H:22]([OH:45])[C@H:23]([NH2:31])[CH2:24][C:25]1[CH:26]=[CH:27][CH:28]=[CH:29][CH:30]=1)=[O:7])([CH3:3])([CH3:4])[CH3:2]. (2) Given the reactants [F:1][C:2]1[CH:35]=[C:34]([F:36])[CH:33]=[CH:32][C:3]=1[CH2:4][N:5]1[C:9]2=[CH:10][N:11]=[C:12]([C:14](O)=[O:15])[CH:13]=[C:8]2[C:7]([CH2:17][N:18]2[CH2:23][CH2:22][C:21]([OH:31])([CH2:24][N:25]3[CH2:29][CH2:28][CH2:27][C:26]3=[O:30])[CH2:20][CH2:19]2)=[CH:6]1.CN(C([O:44][N:45]1N=N[C:47]2[CH:48]=CC=N[C:46]1=2)=[N+](C)C)C.F[P-](F)(F)(F)(F)F.C(N(CC)CC)C.Cl.C(NO)CC, predict the reaction product. The product is: [F:1][C:2]1[CH:35]=[C:34]([F:36])[CH:33]=[CH:32][C:3]=1[CH2:4][N:5]1[C:9]2=[CH:10][N:11]=[C:12]([C:14]([N:45]([OH:44])[CH2:46][CH2:47][CH3:48])=[O:15])[CH:13]=[C:8]2[C:7]([CH2:17][N:18]2[CH2:23][CH2:22][C:21]([OH:31])([CH2:24][N:25]3[CH2:29][CH2:28][CH2:27][C:26]3=[O:30])[CH2:20][CH2:19]2)=[CH:6]1. (3) Given the reactants [CH3:1][O:2][C:3]1[C:8]([NH:9][C:10]([C:12]2[N:13]=[C:14]([O:17][C:18]3[CH:23]=[C:22]([O:24][CH3:25])[CH:21]=[CH:20][C:19]=3[CH3:26])[S:15][CH:16]=2)=[O:11])=[C:7]([O:27][CH3:28])[N:6]=[C:5]([NH:29][CH2:30][CH2:31][N:32]([CH:40]([CH3:42])[CH3:41])C(=O)OC(C)(C)C)[N:4]=1.ClCCl, predict the reaction product. The product is: [CH:40]([NH:32][CH2:31][CH2:30][NH:29][C:5]1[N:6]=[C:7]([O:27][CH3:28])[C:8]([NH:9][C:10]([C:12]2[N:13]=[C:14]([O:17][C:18]3[CH:23]=[C:22]([O:24][CH3:25])[CH:21]=[CH:20][C:19]=3[CH3:26])[S:15][CH:16]=2)=[O:11])=[C:3]([O:2][CH3:1])[N:4]=1)([CH3:42])[CH3:41].[NH3:4].